Dataset: NCI-60 drug combinations with 297,098 pairs across 59 cell lines. Task: Regression. Given two drug SMILES strings and cell line genomic features, predict the synergy score measuring deviation from expected non-interaction effect. Drug 1: COC1=C(C=C2C(=C1)N=CN=C2NC3=CC(=C(C=C3)F)Cl)OCCCN4CCOCC4. Drug 2: CC1C(C(CC(O1)OC2CC(CC3=C2C(=C4C(=C3O)C(=O)C5=C(C4=O)C(=CC=C5)OC)O)(C(=O)C)O)N)O.Cl. Cell line: KM12. Synergy scores: CSS=54.5, Synergy_ZIP=7.65, Synergy_Bliss=6.33, Synergy_Loewe=13.0, Synergy_HSA=13.9.